This data is from Forward reaction prediction with 1.9M reactions from USPTO patents (1976-2016). The task is: Predict the product of the given reaction. (1) Given the reactants [Br:1][C:2]1[CH:3]=[CH:4][C:5]([N:17]=[C:18]=S)=[C:6]([CH:16]=1)[CH2:7][O:8][Si](C(C)(C)C)(C)C.[CH3:20][O:21][C:22]1[CH:23]=[CH:24][CH:25]=[C:26]2[C:30]=1[CH:29]([NH2:31])[CH2:28][CH2:27]2, predict the reaction product. The product is: [Br:1][C:2]1[CH:3]=[CH:4][C:5]2[N:17]=[C:18]([NH:31][CH:29]3[C:30]4[C:26](=[CH:25][CH:24]=[CH:23][C:22]=4[O:21][CH3:20])[CH2:27][CH2:28]3)[O:8][CH2:7][C:6]=2[CH:16]=1. (2) Given the reactants Cl[C:2]1[N:7]=[C:6]2[N:8]([CH3:15])[C:9]([C:11]([F:14])([F:13])[F:12])=[N:10][C:5]2=[CH:4][C:3]=1[N+:16]([O-:18])=[O:17].[CH3:19][NH2:20], predict the reaction product. The product is: [CH3:19][NH:20][C:2]1[N:7]=[C:6]2[N:8]([CH3:15])[C:9]([C:11]([F:14])([F:13])[F:12])=[N:10][C:5]2=[CH:4][C:3]=1[N+:16]([O-:18])=[O:17]. (3) Given the reactants [ClH:1].Cl[C:3]1[CH:8]=[CH:7][C:6]([NH:9]N)=[CH:5][CH:4]=1.Br[CH2:12][CH2:13][N:14]1[CH2:19][CH2:18][O:17][CH2:16][CH2:15]1.C(N(CC)CC)C.Cl.[CH3:28][N:29]1[CH2:34][CH2:33][C:32](=O)[CH2:31][CH2:30]1, predict the reaction product. The product is: [Cl:1][CH:30]1[C:31]2[C:7]3[CH:8]=[CH:3][CH:4]=[CH:5][C:6]=3[N:9]([CH2:12][CH2:13][N:14]3[CH2:19][CH2:18][O:17][CH2:16][CH2:15]3)[C:32]=2[CH2:33][CH2:34][N:29]1[CH3:28]. (4) Given the reactants [CH3:1][C:2]([CH:13]([C:16]([C:18]1[CH:32]=[CH:31][C:21]2[N:22]=[C:23]([C:25]3[CH:30]=[CH:29][CH:28]=[CH:27][CH:26]=3)[O:24][C:20]=2[CH:19]=1)=[O:17])[CH2:14][CH3:15])(C(OCC)=O)[C:3]([O:5]CC)=[O:4].O1CCOCC1.[OH-].[Li+].Cl, predict the reaction product. The product is: [CH3:1][CH:2]([CH:13]([C:16]([C:18]1[CH:32]=[CH:31][C:21]2[N:22]=[C:23]([C:25]3[CH:26]=[CH:27][CH:28]=[CH:29][CH:30]=3)[O:24][C:20]=2[CH:19]=1)=[O:17])[CH2:14][CH3:15])[C:3]([OH:5])=[O:4]. (5) Given the reactants Cl.[NH2:2][OH:3].[Cl:4][C:5]1[CH:12]=[C:11]([Cl:13])[CH:10]=[CH:9][C:6]=1[CH:7]=O.[OH-].[Na+].Cl, predict the reaction product. The product is: [Cl:4][C:5]1[CH:12]=[C:11]([Cl:13])[CH:10]=[CH:9][C:6]=1[CH:7]=[N:2][OH:3]. (6) Given the reactants [CH3:1][O:2][C:3](=[O:16])[C:4]([OH:15])([C:10]1[S:11][CH:12]=[CH:13][CH:14]=1)[C:5]1[S:6][CH:7]=[CH:8][CH:9]=1.[O:17]([CH2:24][CH2:25][CH2:26][N:27]1[CH2:31]C[C@@H:29](O)[CH2:28]1)[C:18]1[CH:23]=[CH:22][CH:21]=[CH:20][CH:19]=1, predict the reaction product. The product is: [O:17]([CH2:24][CH2:25][CH2:26][N:27]1[CH2:28][CH2:29][C@@H:1]([O:2][C:3](=[O:16])[C:4]([OH:15])([C:5]2[S:6][CH:7]=[CH:8][CH:9]=2)[C:10]2[S:11][CH:12]=[CH:13][CH:14]=2)[CH2:31]1)[C:18]1[CH:23]=[CH:22][CH:21]=[CH:20][CH:19]=1. (7) Given the reactants [CH3:1][O:2][CH2:3][O:4][C:5]1[C:13]([O:14][CH3:15])=[CH:12][CH:11]=[C:10]2[C:6]=1[CH:7]([OH:26])[N:8]([C:17]([CH3:25])([C:19]1[CH:24]=[CH:23][CH:22]=[CH:21][CH:20]=1)[CH3:18])[C:9]2=[O:16].CN(CCN(C)C)C.[I:35]I, predict the reaction product. The product is: [CH3:1][O:2][CH2:3][O:4][C:5]1[C:13]([O:14][CH3:15])=[CH:12][C:11]([I:35])=[C:10]2[C:6]=1[CH:7]([OH:26])[N:8]([C:17]([CH3:18])([C:19]1[CH:24]=[CH:23][CH:22]=[CH:21][CH:20]=1)[CH3:25])[C:9]2=[O:16]. (8) The product is: [C:39]([O:42][C:43](=[O:44])[N:3]([CH2:1][CH3:2])[CH:4]1[CH2:5][CH2:6][N:7]([C:10]2[CH:15]=[CH:14][C:13]([N+:16]([O-:18])=[O:17])=[CH:12][CH:11]=2)[CH2:8][CH2:9]1)([CH3:41])([CH3:40])[CH3:38]. Given the reactants [CH2:1]([NH:3][CH:4]1[CH2:9][CH2:8][N:7]([C:10]2[CH:15]=[CH:14][C:13]([N+:16]([O-:18])=[O:17])=[CH:12][CH:11]=2)[CH2:6][CH2:5]1)[CH3:2].C(N)C.[N+](C1C=CC(N2CCC(=O)CC2)=CC=1)([O-])=O.[CH3:38][C:39]([O:42][C:43](O[C:43]([O:42][C:39]([CH3:41])([CH3:40])[CH3:38])=[O:44])=[O:44])([CH3:41])[CH3:40], predict the reaction product. (9) Given the reactants Cl[C:2]1[C:3]([C:16]2[CH:21]=[CH:20][CH:19]=[CH:18][CH:17]=2)=[N:4][C:5]2[C:10]([N:11]=1)=[CH:9][C:8]([C:12]([O:14][CH3:15])=[O:13])=[CH:7][CH:6]=2.[F:22][C:23]([F:34])([F:33])[C:24]1[CH:29]=[CH:28][C:27](B(O)O)=[CH:26][CH:25]=1.[O-]P([O-])([O-])=O.[K+].[K+].[K+], predict the reaction product. The product is: [C:16]1([C:3]2[C:2]([C:27]3[CH:28]=[CH:29][C:24]([C:23]([F:34])([F:33])[F:22])=[CH:25][CH:26]=3)=[N:11][C:10]3[C:5](=[CH:6][CH:7]=[C:8]([C:12]([O:14][CH3:15])=[O:13])[CH:9]=3)[N:4]=2)[CH:21]=[CH:20][CH:19]=[CH:18][CH:17]=1. (10) Given the reactants C[Si](C)(C)CCOCN(COCC[Si](C)(C)C)C1N2N=CC=C2N=C(C2CCC(CC(OCC)=O)CC2)C=1.[CH3:39][Si:40]([CH3:72])([CH3:71])[CH2:41][CH2:42][O:43][CH2:44][N:45]([CH2:63][O:64][CH2:65][CH2:66][Si:67]([CH3:70])([CH3:69])[CH3:68])[C:46]1[N:51]2[N:52]=[CH:53][CH:54]=[C:50]2[N:49]=[C:48]([CH:55]2[CH2:59][CH2:58][C:57](=[CH:60][C:61]#[N:62])[CH2:56]2)[CH:47]=1.C[Si](C)(C)CCOCN(COCC[Si](C)(C)C)C1N2N=CC=C2N=C(C2CCC(=CC(OCC)=O)CC2)C=1, predict the reaction product. The product is: [CH3:71][Si:40]([CH3:39])([CH3:72])[CH2:41][CH2:42][O:43][CH2:44][N:45]([CH2:63][O:64][CH2:65][CH2:66][Si:67]([CH3:70])([CH3:69])[CH3:68])[C:46]1[N:51]2[N:52]=[CH:53][CH:54]=[C:50]2[N:49]=[C:48]([CH:55]2[CH2:59][CH2:58][CH:57]([CH2:60][C:61]#[N:62])[CH2:56]2)[CH:47]=1.